From a dataset of Forward reaction prediction with 1.9M reactions from USPTO patents (1976-2016). Predict the product of the given reaction. (1) Given the reactants [Br:1][C:2]1[CH:7]=[CH:6][C:5]([C:8]2[CH:16]=[CH:15][CH:14]=[C:13]3[C:9]=2[CH2:10][C:11](=[O:17])[NH:12]3)=[CH:4][CH:3]=1.[CH3:18][C@H:19]1[NH:24][C@@H:23]([CH3:25])[CH2:22][N:21]([C:26]([C:28]2[C:29]([CH3:35])=[C:30]([CH:33]=O)[NH:31][CH:32]=2)=[O:27])[CH2:20]1, predict the reaction product. The product is: [Br:1][C:2]1[CH:3]=[CH:4][C:5]([C:8]2[CH:16]=[CH:15][CH:14]=[C:13]3[C:9]=2[C:10](=[CH:33][C:30]2[NH:31][CH:32]=[C:28]([C:26]([N:21]4[CH2:20][C@H:19]([CH3:18])[NH:24][C@H:23]([CH3:25])[CH2:22]4)=[O:27])[C:29]=2[CH3:35])[C:11](=[O:17])[NH:12]3)=[CH:6][CH:7]=1. (2) Given the reactants C(OC(N[C@@H:12]([CH2:24][C:25]1[CH:30]=[CH:29][C:28]([OH:31])=[CH:27][CH:26]=1)[C:13]([NH:15][C@@H:16]([CH2:20][CH:21]([CH3:23])[CH3:22])[C:17]([OH:19])=O)=[O:14])=O)C1C=CC=CC=1.[CH3:32][O:33][C:34](=[O:42])[C@@H:35]([NH2:41])[CH2:36][CH2:37][CH2:38][CH2:39][OH:40].[CH3:43]N(C(ON1N=NC2C=CC=NC1=2)=[N+](C)C)C.F[P-](F)(F)(F)(F)F.CCN(C(C)C)C(C)C, predict the reaction product. The product is: [CH3:32][O:33][C:34](=[O:42])[C@@H:35]([NH:41][C:17](=[O:19])[C@@H:16]([NH:15][C:13](=[O:14])[C@@H:12]([CH3:43])[CH2:24][C:25]1[CH:26]=[CH:27][C:28]([OH:31])=[CH:29][CH:30]=1)[CH2:20][CH:21]([CH3:22])[CH3:23])[CH2:36][CH2:37][CH2:38][CH2:39][OH:40].